This data is from Full USPTO retrosynthesis dataset with 1.9M reactions from patents (1976-2016). The task is: Predict the reactants needed to synthesize the given product. (1) Given the product [C:1]1([CH:7]([N:9]2[CH:14]([C:15]([O:17][CH2:18][CH3:19])=[O:16])[CH:13]3[CH:12]=[CH:11][CH:10]2[CH2:20][CH2:21][CH2:22]3)[CH3:8])[CH:2]=[CH:3][CH:4]=[CH:5][CH:6]=1, predict the reactants needed to synthesize it. The reactants are: [C:1]1([C@@H:7]([N:9]2[C@@H:14]([C:15]([O:17][CH2:18][CH3:19])=[O:16])[C@H:13]3[CH2:20][C@@H:10]2[CH:11]=[CH:12]3)[CH3:8])[CH:6]=[CH:5][CH:4]=[CH:3][CH:2]=1.[CH:21]1CCCC=C[CH:22]=1. (2) The reactants are: C[O:2][C:3](=[O:33])[C:4]1[CH:9]=[CH:8][C:7]([C:10]([N:12]2[C:21]3[C:16](=[CH:17][CH:18]=[CH:19][CH:20]=3)[CH:15]([N:22]([C:29](=[O:31])[CH3:30])[C:23]3[CH:28]=[CH:27][CH:26]=[CH:25][CH:24]=3)[CH2:14][CH:13]2[CH3:32])=[O:11])=[CH:6][CH:5]=1.[Li].O. Given the product [C:29]([N:22]([C:23]1[CH:24]=[CH:25][CH:26]=[CH:27][CH:28]=1)[C@H:15]1[C:16]2[C:21](=[CH:20][CH:19]=[CH:18][CH:17]=2)[N:12]([C:10]([C:7]2[CH:6]=[CH:5][C:4]([C:3]([OH:33])=[O:2])=[CH:9][CH:8]=2)=[O:11])[C@@H:13]([CH3:32])[CH2:14]1)(=[O:31])[CH3:30], predict the reactants needed to synthesize it. (3) Given the product [Cl:14][CH2:1][C:2]1[N:12]=[CH:11][C:10]([CH3:13])=[CH:9][C:3]=1[C:4]([O:6][CH2:7][CH3:8])=[O:5], predict the reactants needed to synthesize it. The reactants are: [CH3:1][C:2]1[N:12]=[CH:11][C:10]([CH3:13])=[CH:9][C:3]=1[C:4]([O:6][CH2:7][CH3:8])=[O:5].[Cl:14]N1C(=O)N(Cl)C(=O)N(Cl)C1=O. (4) Given the product [NH2:2][C:3]1[C:12]2[N:13]=[C:14]([CH2:21][CH2:22][C:23](=[O:24])[CH3:28])[N:15]([CH2:16][C:17]([OH:19])([CH3:18])[CH3:20])[C:11]=2[C:10]2[CH:9]=[CH:8][CH:7]=[CH:6][C:5]=2[N:4]=1, predict the reactants needed to synthesize it. The reactants are: Cl.[NH2:2][C:3]1[C:12]2[N:13]=[C:14]([CH2:21][CH2:22][C:23]3([CH3:28])OCC[O:24]3)[N:15]([CH2:16][C:17]([CH3:20])([OH:19])[CH3:18])[C:11]=2[C:10]2[CH:9]=[CH:8][CH:7]=[CH:6][C:5]=2[N:4]=1.[OH-].[Na+].ClCCl. (5) Given the product [CH3:1][O:2][C:3]([C:5]1[S:6][C:7]([S:23][CH3:24])=[C:8]([S:10]([C:13]2[CH:21]=[C:20]([Br:22])[C:16]3[N:17]=[CH:18][N:19]([CH3:27])[C:15]=3[CH:14]=2)(=[O:11])=[O:12])[CH:9]=1)=[O:4], predict the reactants needed to synthesize it. The reactants are: [CH3:1][O:2][C:3]([C:5]1[S:6][C:7]([S:23][CH3:24])=[C:8]([S:10]([C:13]2[CH:21]=[C:20]([Br:22])[C:16]3[N:17]=[CH:18][NH:19][C:15]=3[CH:14]=2)(=[O:12])=[O:11])[CH:9]=1)=[O:4].CI.[C:27]([O-])([O-])=O.[K+].[K+]. (6) Given the product [CH:2]1([NH:5][C:6](=[O:7])[C:8]2[CH:13]=[C:12]([C:14]3[CH:19]=[CH:18][N:17]4[C:20](=[O:36])[N:21]([CH:23]5[CH2:28][CH2:27][NH:26][CH2:25][CH2:24]5)[N:22]=[C:16]4[CH:15]=3)[C:11]([CH3:37])=[C:10]([F:38])[CH:9]=2)[CH2:3][CH2:4]1, predict the reactants needed to synthesize it. The reactants are: Cl.[CH:2]1([NH:5][C:6]([C:8]2[CH:9]=[C:10]([F:38])[C:11]([CH3:37])=[C:12]([C:14]3[CH:19]=[CH:18][N:17]4[C:20](=[O:36])[N:21]([CH:23]5[CH2:28][CH2:27][N:26](C(OC(C)(C)C)=O)[CH2:25][CH2:24]5)[N:22]=[C:16]4[CH:15]=3)[CH:13]=2)=[O:7])[CH2:4][CH2:3]1.C(=O)([O-])[O-].[Na+].[Na+].